Predict the product of the given reaction. From a dataset of Forward reaction prediction with 1.9M reactions from USPTO patents (1976-2016). (1) Given the reactants [C:1]([O:5][C:6]([N:8]1[CH2:13][CH2:12][N:11]([S:14]([C:17]2[CH:22]=[CH:21][C:20]([CH:23]3[CH2:25][CH2:24]3)=[CH:19][CH:18]=2)(=[O:16])=[O:15])[C@@H:10]([C:26]([OH:28])=O)[CH2:9]1)=[O:7])([CH3:4])([CH3:3])[CH3:2].Cl.C(N=C=NCCCN(C)C)C.O.ON1C2C=CC=CC=2N=N1.[F:52][C:53]([F:64])([F:63])[O:54][C:55]1[CH:62]=[CH:61][C:58]([CH2:59][NH2:60])=[CH:57][CH:56]=1, predict the reaction product. The product is: [C:1]([O:5][C:6]([N:8]1[CH2:13][CH2:12][N:11]([S:14]([C:17]2[CH:22]=[CH:21][C:20]([CH:23]3[CH2:25][CH2:24]3)=[CH:19][CH:18]=2)(=[O:15])=[O:16])[C@@H:10]([C:26](=[O:28])[NH:60][CH2:59][C:58]2[CH:61]=[CH:62][C:55]([O:54][C:53]([F:52])([F:63])[F:64])=[CH:56][CH:57]=2)[CH2:9]1)=[O:7])([CH3:2])([CH3:3])[CH3:4]. (2) Given the reactants [N-]=C=O.[NH:4]1[CH:8]=[N:7][N:6]=[N:5]1.N[C:10]1[NH:14][N:13]=[N:12][N:11]=1.C(N(CC)CC)C.[NH2:22][C:23]([NH2:25])=[O:24], predict the reaction product. The product is: [NH2:22][C:23]([NH2:25])=[O:24].[NH:4]1[CH:8]=[N:7][N:6]=[N:5]1.[NH:11]1[CH:10]=[N:14][N:13]=[N:12]1. (3) Given the reactants [C:1]([O:7][CH2:8][CH3:9])(=[O:6])[CH2:2][C:3]([CH3:5])=[O:4].[CH:10](OCC)(OCC)[O:11][CH2:12][CH3:13].C(OC(=O)C)(=O)C, predict the reaction product. The product is: [CH2:12]([O:11][CH:10]=[C:2]([C:3](=[O:4])[CH3:5])[C:1]([O:7][CH2:8][CH3:9])=[O:6])[CH3:13]. (4) The product is: [Cl:14][C:15]1[N:16]=[CH:17][N:18]=[C:19]([N:1]2[C:9]3[C:4](=[N:5][CH:6]=[CH:7][CH:8]=3)[CH2:3][CH2:2]2)[CH:20]=1. Given the reactants [NH:1]1[C:9]2[C:4](=[N:5][CH:6]=[CH:7][CH:8]=2)[CH2:3][CH2:2]1.C(O)CC.[Cl:14][C:15]1[CH:20]=[C:19](Cl)[N:18]=[CH:17][N:16]=1, predict the reaction product. (5) Given the reactants [Cl:1][C:2]1[C:10]2[C:5](=[CH:6][CH:7]=[C:8]([CH2:11]Cl)[CH:9]=2)[N:4]([C:13]([O:15][C:16]([CH3:19])([CH3:18])[CH3:17])=[O:14])[CH:3]=1.C[Sn](C)(C)[C:22]1[CH:23]=[C:24]([CH:29]=[CH:30][N:31]=1)[C:25]([O:27][CH3:28])=[O:26], predict the reaction product. The product is: [Cl:1][C:2]1[C:10]2[C:5](=[CH:6][CH:7]=[C:8]([CH2:11][C:22]3[CH:23]=[C:24]([C:25]([O:27][CH3:28])=[O:26])[CH:29]=[CH:30][N:31]=3)[CH:9]=2)[N:4]([C:13]([O:15][C:16]([CH3:19])([CH3:18])[CH3:17])=[O:14])[CH:3]=1. (6) Given the reactants ClC1C=C(Cl)C=CC=1C1N=C(CC)C(N[C@@H]2C3C(=CC=CC=3)C[C@@H]2O)=NC=1CC.Br[C:31]1[N:32]=[C:33]([CH2:53][CH3:54])[C:34]([NH:39][C@H:40]2[C@@H:44]([O:45][CH2:46][CH2:47][F:48])[CH2:43][N:42]([C:49]([O:51][CH3:52])=[O:50])[CH2:41]2)=[N:35][C:36]=1[CH2:37][CH3:38].[Cl:55][C:56]1[CH:61]=[C:60]([N:62]([CH3:64])[CH3:63])[CH:59]=[CH:58][C:57]=1B1OB([C:57]2[CH:58]=[CH:59][C:60]([N:62]([CH3:64])[CH3:63])=[CH:61][C:56]=2[Cl:55])OB([C:57]2[CH:58]=[CH:59][C:60]([N:62]([CH3:64])[CH3:63])=[CH:61][C:56]=2[Cl:55])O1, predict the reaction product. The product is: [Cl:55][C:56]1[CH:61]=[C:60]([N:62]([CH3:64])[CH3:63])[CH:59]=[CH:58][C:57]=1[C:31]1[N:32]=[C:33]([CH2:53][CH3:54])[C:34]([NH:39][C@H:40]2[C@@H:44]([O:45][CH2:46][CH2:47][F:48])[CH2:43][N:42]([C:49]([O:51][CH3:52])=[O:50])[CH2:41]2)=[N:35][C:36]=1[CH2:37][CH3:38]. (7) Given the reactants [I:1][C:2]1[CH:10]=[CH:9][C:5]([C:6]([OH:8])=[O:7])=[CH:4][CH:3]=1.S(=O)(=O)(O)O.[CH3:16]O, predict the reaction product. The product is: [I:1][C:2]1[CH:10]=[CH:9][C:5]([C:6]([O:8][CH3:16])=[O:7])=[CH:4][CH:3]=1. (8) Given the reactants [O:1]1[CH2:3][C@H:2]1[C@@H:4]([NH:12][C:13](=[O:19])[O:14][C:15]([CH3:18])([CH3:17])[CH3:16])[CH2:5][C:6]1[CH:11]=[CH:10][CH:9]=[CH:8][CH:7]=1.C(OCC)(=O)CC(OCC)=O.[O-:31][CH2:32][CH3:33].[Na+].Br[CH2:36][C:37]1[CH:42]=[CH:41][C:40]([C:43]2[CH:48]=[CH:47][CH:46]=[CH:45][N:44]=2)=[CH:39][CH:38]=1.Cl, predict the reaction product. The product is: [O:31]=[C:32]1[O:1][C@H:2]([C@@H:4]([NH:12][C:13](=[O:19])[O:14][C:15]([CH3:18])([CH3:17])[CH3:16])[CH2:5][C:6]2[CH:11]=[CH:10][CH:9]=[CH:8][CH:7]=2)[CH2:3][CH:33]1[CH2:36][C:37]1[CH:38]=[CH:39][C:40]([C:43]2[CH:48]=[CH:47][CH:46]=[CH:45][N:44]=2)=[CH:41][CH:42]=1.